From a dataset of Forward reaction prediction with 1.9M reactions from USPTO patents (1976-2016). Predict the product of the given reaction. (1) Given the reactants [OH:1][C:2]1[C:7]([CH3:8])=[CH:6][C:5]([N:9]=[CH:10]OC)=[C:4]([CH3:13])[CH:3]=1.[CH2:14]([NH:16][CH3:17])[CH3:15], predict the reaction product. The product is: [CH2:14]([N:16]([CH3:17])[CH:10]=[N:9][C:5]1[CH:6]=[C:7]([CH3:8])[C:2]([OH:1])=[CH:3][C:4]=1[CH3:13])[CH3:15]. (2) Given the reactants BrC1C=CC=C(Br)C=1O.[C:10]([CH:15]([CH2:19][CH:20]=[CH2:21])[CH2:16]C=C)([O:12][CH2:13][CH3:14])=[O:11], predict the reaction product. The product is: [CH:15]1([C:10]([O:12][CH2:13][CH3:14])=[O:11])[CH2:16][CH:21]=[CH:20][CH2:19]1. (3) Given the reactants [CH2:1]([O:3][C:4](=[O:25])[C:5]1[CH:10]=[CH:9][C:8]([O:11][CH3:12])=[C:7]([S:13][C:14]2[C:22]3[C:17](=[CH:18][C:19]([Cl:23])=[CH:20][CH:21]=3)[NH:16][C:15]=2[CH3:24])[CH:6]=1)[CH3:2].Br[C:27]1[CH:28]=[N:29][N:30]([CH3:32])[CH:31]=1, predict the reaction product. The product is: [CH2:1]([O:3][C:4](=[O:25])[C:5]1[CH:10]=[CH:9][C:8]([O:11][CH3:12])=[C:7]([S:13][C:14]2[C:22]3[C:17](=[CH:18][C:19]([Cl:23])=[CH:20][CH:21]=3)[N:16]([C:27]3[CH:28]=[N:29][N:30]([CH3:32])[CH:31]=3)[C:15]=2[CH3:24])[CH:6]=1)[CH3:2]. (4) Given the reactants [CH3:1][O:2][C:3]1[CH:4]=[C:5]2[C:10](=[CH:11][C:12]=1[O:13][CH3:14])[N:9]=[CH:8][N:7]=[C:6]2[O:15][C:16]1[CH:17]=[C:18]2[C:23](=[CH:24][CH:25]=1)[C:22]([C:26]([OH:28])=O)=[CH:21][CH:20]=[CH:19]2.[CH3:29][C:30]1[CH:35]=[CH:34][C:33]([NH2:36])=[C:32]([NH2:37])[CH:31]=1, predict the reaction product. The product is: [NH2:37][C:32]1[CH:31]=[C:30]([CH3:29])[CH:35]=[CH:34][C:33]=1[NH:36][C:26]([C:22]1[C:23]2[C:18](=[CH:17][C:16]([O:15][C:6]3[C:5]4[C:10](=[CH:11][C:12]([O:13][CH3:14])=[C:3]([O:2][CH3:1])[CH:4]=4)[N:9]=[CH:8][N:7]=3)=[CH:25][CH:24]=2)[CH:19]=[CH:20][CH:21]=1)=[O:28]. (5) The product is: [O:11]=[C:9]([CH:29]1[C:30](=[O:33])[CH2:31][CH2:32][O:27][CH2:28]1)[CH2:8][CH2:7][N:3]1[CH2:4][CH2:5][CH2:6][C:2]1=[O:1]. Given the reactants [O:1]=[C:2]1[CH2:6][CH2:5][CH2:4][N:3]1[CH2:7][CH2:8][C:9]([OH:11])=O.S(Cl)(Cl)=O.O=C1CCCN1CCC(Cl)=O.[O:27]1[CH2:32][CH2:31][C:30](=[O:33])[CH2:29][CH2:28]1, predict the reaction product. (6) Given the reactants [CH2:1]1[C:9]2[C:4](=[CH:5][C:6]([OH:10])=[CH:7][CH:8]=2)[CH2:3][CH2:2]1.[OH-].[Na+].[Br:13][CH:14](C(Br)C)C.S([O-])(O)(=O)=O.[C:24]([NH3+])([CH3:27])([CH3:26])C, predict the reaction product. The product is: [Br:13][CH2:14][CH2:26][CH2:24][CH2:27][O:10][C:6]1[CH:5]=[C:4]2[C:9](=[CH:8][CH:7]=1)[CH2:1][CH2:2][CH2:3]2.